This data is from Full USPTO retrosynthesis dataset with 1.9M reactions from patents (1976-2016). The task is: Predict the reactants needed to synthesize the given product. (1) Given the product [NH2:1][C:2]1[C:3]([Cl:24])=[N:4][CH:5]=[CH:6][C:7]=1[O:8][CH3:9], predict the reactants needed to synthesize it. The reactants are: [NH2:1][C:2]1[CH:3]=[N:4][CH:5]=[CH:6][C:7]=1[O:8][CH3:9].OO.C(OCC)(=O)C.CCCCCC.[ClH:24]. (2) Given the product [C:17]([C:14]1[CH:13]=[CH:12][C:11]([CH2:10][C@H:9]([NH:8][C:6](=[O:7])[C:39]2[C:38]([Cl:37])=[CH:46][CH:45]=[CH:44][C:43]=2[Cl:47])[C:20]([O:22][CH3:23])=[O:21])=[CH:16][CH:15]=1)(=[O:18])[NH2:19], predict the reactants needed to synthesize it. The reactants are: CC(O[C:6]([NH:8][C@H:9]([C:20]([OH:22])=[O:21])[CH2:10][C:11]1[CH:16]=[CH:15][C:14]([C:17]([NH2:19])=[O:18])=[CH:13][CH:12]=1)=[O:7])(C)C.[CH2:23](Cl)CCl.C1C=CC2N(O)N=NC=2C=1.[Cl:37][C:38]1[CH:46]=[CH:45][CH:44]=[C:43]([Cl:47])[C:39]=1C(O)=O.CN(C(ON1N=NC2C=CC(=CC1=2)Cl)=[N+](C)C)C.F[P-](F)(F)(F)(F)F.CCN(C(C)C)C(C)C. (3) The reactants are: [CH:1]1[CH:2]=[CH:3][C:4](P([C:1]2[C:6]([C:1]3[C:6](P([C:1]4[CH:6]=[CH:5][CH:4]=[CH:3][CH:2]=4)[C:1]4[CH:6]=[CH:5][CH:4]=[CH:3][CH:2]=4)=[CH:5][CH:4]=[C:3]4[C:2]=3C=CC=C4)=[C:5]3[C:4](C=CC=C3)=[CH:3][CH:2]=2)[C:1]2[CH:6]=[CH:5][CH:4]=[CH:3][CH:2]=2)=[CH:5][CH:6]=1.C(=O)([O-])[O-].[Cs+].[Cs+].[NH2:53][C:54]1[CH:63]=[C:62]2[C:57]([CH2:58][CH2:59][N:60]([C:65]3[CH:66]=[N:67][CH:68]=[CH:69][C:70]=3[CH3:71])[C:61]2=[O:64])=[CH:56][CH:55]=1.IC1C=NC=CC=1C. Given the product [CH3:71][C:70]1[CH:69]=[CH:68][N:67]=[CH:66][C:65]=1[N:60]1[CH2:59][CH2:58][C:57]2[C:62](=[CH:63][C:54]([NH:53][C:1]3[CH:2]=[CH:3][CH:4]=[CH:5][CH:6]=3)=[CH:55][CH:56]=2)[C:61]1=[O:64], predict the reactants needed to synthesize it. (4) Given the product [Cl:1][C:2]1[CH:7]=[CH:6][C:5]([C:8](=[O:18])[NH:9][CH2:10][C:11]2[CH:16]=[CH:15][CH:14]=[C:13]([Cl:17])[CH:12]=2)=[CH:4][C:3]=1[NH:19][C:20]([C:22]1[C:35](=[O:36])[NH:34][C:25]2[N:26]=[C:27]([NH:51][CH2:50][CH2:49][CH:46]3[CH2:47][CH2:48][N:43]([CH3:42])[CH2:44][CH2:45]3)[N:28]=[CH:29][C:24]=2[CH:23]=1)=[O:21], predict the reactants needed to synthesize it. The reactants are: [Cl:1][C:2]1[CH:7]=[CH:6][C:5]([C:8](=[O:18])[NH:9][CH2:10][C:11]2[CH:16]=[CH:15][CH:14]=[C:13]([Cl:17])[CH:12]=2)=[CH:4][C:3]=1[NH:19][C:20]([C:22]1[C:35](=[O:36])[NH:34][C:25]2[N:26]=[C:27](S(C)(=O)=O)[N:28]=[CH:29][C:24]=2[CH:23]=1)=[O:21].CN(C)C=O.[CH3:42][N:43]1[CH2:48][CH2:47][CH:46]([CH2:49][CH2:50][NH2:51])[CH2:45][CH2:44]1. (5) Given the product [NH2:4][C:5]1[CH:13]=[CH:12][C:8]([C:9]([OH:11])=[O:10])=[C:7]([CH3:14])[CH:6]=1, predict the reactants needed to synthesize it. The reactants are: C([NH:4][C:5]1[CH:13]=[CH:12][C:8]([C:9]([OH:11])=[O:10])=[C:7]([CH3:14])[CH:6]=1)(=O)C.OS(O)(=O)=O.C([O-])(O)=O.[Na+]. (6) Given the product [C:45]([O:44][C:43]([N:42]([CH3:50])[C@@H:40]([CH3:41])[C:39]([NH:38][C@@H:33]([C:34]([CH3:37])([CH3:36])[CH3:35])[C:32]([N:30]1[C@H:29]([C:53](=[O:65])[NH:54][C@H:55]2[C:64]3[C:59](=[CH:60][CH:61]=[CH:62][CH:63]=3)[CH2:58][CH2:57][CH2:56]2)[CH2:28][C@H:27]([NH:26][C:14]([N:1]2[C:9]3[C:4](=[CH:5][C:6]([C:10]([O:12][CH3:13])=[O:11])=[CH:7][CH:8]=3)[CH:3]=[CH:2]2)=[O:16])[CH2:31]1)=[O:52])=[O:51])=[O:49])([CH3:48])([CH3:47])[CH3:46], predict the reactants needed to synthesize it. The reactants are: [N:1]1([C:14]([O:16]C2C=CC([N+]([O-])=O)=CC=2)=O)[C:9]2[C:4](=[CH:5][C:6]([C:10]([O:12][CH3:13])=[O:11])=[CH:7][CH:8]=2)[CH:3]=[CH:2]1.[NH2:26][C@@H:27]1[CH2:31][N:30]([C:32](=[O:52])[C@@H:33]([NH:38][C:39](=[O:51])[C@@H:40]([N:42]([CH3:50])[C:43](=[O:49])[O:44][C:45]([CH3:48])([CH3:47])[CH3:46])[CH3:41])[C:34]([CH3:37])([CH3:36])[CH3:35])[C@H:29]([C:53](=[O:65])[NH:54][C@H:55]2[C:64]3[C:59](=[CH:60][CH:61]=[CH:62][CH:63]=3)[CH2:58][CH2:57][CH2:56]2)[CH2:28]1.CCN(C(C)C)C(C)C. (7) Given the product [Cl:14][C:9]1[CH:8]=[C:4]([CH:3]=[C:2]([Cl:1])[C:10]=1[O:11][CH2:12][CH3:13])[C:5]([NH:15][C:16]1[CH:25]=[CH:24][C:19]([C:20]([O:22][CH3:23])=[O:21])=[C:18]([Cl:26])[CH:17]=1)=[O:7], predict the reactants needed to synthesize it. The reactants are: [Cl:1][C:2]1[CH:3]=[C:4]([CH:8]=[C:9]([Cl:14])[C:10]=1[O:11][CH2:12][CH3:13])[C:5]([OH:7])=O.[NH2:15][C:16]1[CH:25]=[CH:24][C:19]([C:20]([O:22][CH3:23])=[O:21])=[C:18]([Cl:26])[CH:17]=1. (8) Given the product [O:3]1[CH2:4][CH2:5][O:1][CH:2]1[C:6]1[C:7]([O:23][CH3:24])=[CH:8][C:9]([O:21][CH3:22])=[C:10]([C:26]2[CH:31]=[N:30][CH:29]=[CH:28][N:27]=2)[CH:11]=1, predict the reactants needed to synthesize it. The reactants are: [O:1]1[CH2:5][CH2:4][O:3][CH:2]1[C:6]1[C:7]([O:23][CH3:24])=[CH:8][C:9]([O:21][CH3:22])=[C:10](B2OC(C)(C)C(C)(C)O2)[CH:11]=1.I[C:26]1[CH:31]=[N:30][CH:29]=[CH:28][N:27]=1.C([O-])([O-])=O.[Na+].[Na+].O. (9) Given the product [C:1]([O:5][C:6]([N:8]1[CH2:13][CH2:12][C:11](=[N:22][NH:21][C:20]([O:19][C:15]([CH3:18])([CH3:17])[CH3:16])=[O:23])[CH2:10][CH2:9]1)=[O:7])([CH3:4])([CH3:3])[CH3:2], predict the reactants needed to synthesize it. The reactants are: [C:1]([O:5][C:6]([N:8]1[CH2:13][CH2:12][C:11](=O)[CH2:10][CH2:9]1)=[O:7])([CH3:4])([CH3:3])[CH3:2].[C:15]([O:19][C:20](=[O:23])[NH:21][NH2:22])([CH3:18])([CH3:17])[CH3:16].